From a dataset of Forward reaction prediction with 1.9M reactions from USPTO patents (1976-2016). Predict the product of the given reaction. Given the reactants C([O:3][C:4](=[O:25])[CH2:5][C:6]1[C:7](=[O:24])[N:8]([NH:13][CH2:14][C:15]([F:23])([F:22])[C:16]2[CH:21]=[CH:20][CH:19]=[CH:18][N:17]=2)[CH2:9][CH2:10][C:11]=1[CH3:12])C.[Li+].[OH-], predict the reaction product. The product is: [F:23][C:15]([F:22])([C:16]1[CH:21]=[CH:20][CH:19]=[CH:18][N:17]=1)[CH2:14][NH:13][N:8]1[CH2:9][CH2:10][C:11]([CH3:12])=[C:6]([CH2:5][C:4]([OH:25])=[O:3])[C:7]1=[O:24].